Dataset: Forward reaction prediction with 1.9M reactions from USPTO patents (1976-2016). Task: Predict the product of the given reaction. (1) Given the reactants Br[C:2]1[CH:3]=[C:4]([CH:16]=[O:17])[C:5]([N:8]2[CH2:13][C@@H:12]([CH3:14])[O:11][C@@H:10]([CH3:15])[CH2:9]2)=[N:6][CH:7]=1.[N:18]1[CH:23]=[CH:22][CH:21]=[C:20](B(O)O)[CH:19]=1, predict the reaction product. The product is: [CH3:15][C@H:10]1[O:11][C@@H:12]([CH3:14])[CH2:13][N:8]([C:5]2[N:6]=[CH:7][C:2]([C:20]3[CH:19]=[N:18][CH:23]=[CH:22][CH:21]=3)=[CH:3][C:4]=2[CH:16]=[O:17])[CH2:9]1. (2) Given the reactants [Cl:1][C:2]1[CH:10]=[C:9]([N:11]2[C:15]3=[N:16][CH:17]=[CH:18][CH:19]=[C:14]3[C:13]([Cl:20])=[CH:12]2)[CH:8]=[CH:7][C:3]=1[C:4]([OH:6])=O.[NH2:21][C:22]1[CH:23]=[CH:24][C:25]2[CH2:30][CH2:29][O:28][B:27]([OH:31])[C:26]=2[CH:32]=1, predict the reaction product. The product is: [Cl:1][C:2]1[CH:10]=[C:9]([N:11]2[C:15]3=[N:16][CH:17]=[CH:18][CH:19]=[C:14]3[C:13]([Cl:20])=[CH:12]2)[CH:8]=[CH:7][C:3]=1[C:4]([NH:21][C:22]1[CH:23]=[CH:24][C:25]2[CH2:30][CH2:29][O:28][B:27]([OH:31])[C:26]=2[CH:32]=1)=[O:6]. (3) Given the reactants [C:1]([O:5][C:6]([NH:8][C@H:9]([C:63]1[CH:68]=[CH:67][CH:66]=[CH:65][CH:64]=1)[C:10]([N:12]1[CH2:16][C@@H:15]([CH2:17][O:18][CH3:19])[CH2:14][C@H:13]1[C:20]1[NH:24][C:23]2[C:25]3[C:30]([CH:31]=[CH:32][C:22]=2[N:21]=1)=[CH:29][C:28]([C:33]1[CH:34]=[C:35]2[C:60](=[CH:61][CH:62]=1)[C:39]1[NH:40][C:41]([C@@H:43]4[CH2:47][C@H:46](C)[CH2:45][N:44]4[C:49](=[O:59])[C@@H:50]([NH:54][C:55](=[O:58])[O:56][CH3:57])[CH:51]([CH3:53])[CH3:52])=[N:42][C:38]=1C=C2)=[CH:27][CH:26]=3)=[O:11])=[O:7])(C)(C)C.[F:69][CH:70]([F:127])[O:71]C1C=C(C2NC([C@@H]3CCCN3C(=O)[C@@H](NC(OC)=O)C(C)C)=NC=2)C=CC=1C1C=C2C(=CC=1)C1NC([C@@H]3C[C@H](COC)CN3C(OC(C)(C)C)=O)=NC=1C=C2.C(OC(N[C@H](C1C=CC=CC=1)C(O)=O)=O)(C)(C)C.COC(N[C@H](C1C=CC=CC=1)C(O)=O)=O, predict the reaction product. The product is: [CH3:1][O:5][C:6]([NH:8][C@H:9]([C:63]1[CH:68]=[CH:67][CH:66]=[CH:65][CH:64]=1)[C:10]([N:12]1[CH2:16][C@@H:15]([CH2:17][O:18][CH3:19])[CH2:14][C@H:13]1[C:20]1[NH:24][C:23]2[C:25]3[C:30]([CH:31]=[CH:32][C:22]=2[N:21]=1)=[CH:29][C:28]([C:33]1[CH:62]=[CH:61][C:60]([C:39]2[NH:40][C:41]([C@@H:43]4[CH2:47][CH2:46][CH2:45][N:44]4[C:49](=[O:59])[C@H:50]([NH:54][C:55](=[O:58])[O:56][CH3:57])[CH:51]([CH3:52])[CH3:53])=[N:42][CH:38]=2)=[CH:35][C:34]=1[O:71][CH:70]([F:127])[F:69])=[CH:27][CH:26]=3)=[O:11])=[O:7].